Dataset: Reaction yield outcomes from USPTO patents with 853,638 reactions. Task: Predict the reaction yield, written as a fraction of the theoretical maximum amount of product (1.0 means a 100% yield; for example, 0.34 means a 34% yield). (1) The reactants are [CH3:1][C:2]1[C:6]([CH2:7][CH2:8][N:9]2[CH2:14][CH2:13][N:12]([CH2:15][C:16]([OH:18])=O)[CH2:11][CH2:10]2)=[C:5]([CH3:19])[O:4][N:3]=1.[Cl:20][C:21]1[CH:26]=[CH:25][C:24]([CH:27]([C:29]2[CH:34]=[CH:33][CH:32]=[CH:31][CH:30]=2)[NH2:28])=[C:23]([CH3:35])[CH:22]=1.C(Cl)CCl.C1C=CC2N(O)N=NC=2C=1.CCN(C(C)C)C(C)C. The catalyst is CN(C=O)C.O. The product is [Cl:20][C:21]1[CH:26]=[CH:25][C:24]([CH:27]([C:29]2[CH:30]=[CH:31][CH:32]=[CH:33][CH:34]=2)[NH:28][C:16](=[O:18])[CH2:15][N:12]2[CH2:11][CH2:10][N:9]([CH2:8][CH2:7][C:6]3[C:2]([CH3:1])=[N:3][O:4][C:5]=3[CH3:19])[CH2:14][CH2:13]2)=[C:23]([CH3:35])[CH:22]=1. The yield is 0.120. (2) The reactants are [F:1][C:2]1[CH:3]=[C:4]([CH:15]([CH3:20])[C:16]([O:18][CH3:19])=[O:17])[CH:5]=[CH:6][C:7]=1[C:8]1[CH:13]=[CH:12][CH:11]=[C:10]([OH:14])[CH:9]=1.[C:21]1([CH2:27][CH2:28][CH2:29][N:30]=[C:31]=[O:32])[CH:26]=[CH:25][CH:24]=[CH:23][CH:22]=1. No catalyst specified. The product is [F:1][C:2]1[CH:3]=[C:4]([CH:15]([CH3:20])[C:16]([O:18][CH3:19])=[O:17])[CH:5]=[CH:6][C:7]=1[C:8]1[CH:13]=[CH:12][CH:11]=[C:10]([O:14][C:31](=[O:32])[NH:30][CH2:29][CH2:28][CH2:27][C:21]2[CH:26]=[CH:25][CH:24]=[CH:23][CH:22]=2)[CH:9]=1. The yield is 0.790. (3) The reactants are [NH2:1][C:2]1[C:11]([O:12][CH3:13])=[CH:10][C:9]2[C:4](=[CH:5][CH:6]=[CH:7][CH:8]=2)[CH:3]=1.[C:14]1([N:24]=[C:25]=[O:26])[C:23]2[C:18](=[CH:19][CH:20]=[CH:21][CH:22]=2)[CH:17]=[CH:16][CH:15]=1. The catalyst is C(Cl)Cl. The product is [CH3:13][O:12][C:11]1[C:2]([NH:1][C:25]([NH:24][C:14]2[C:23]3[C:18](=[CH:19][CH:20]=[CH:21][CH:22]=3)[CH:17]=[CH:16][CH:15]=2)=[O:26])=[CH:3][C:4]2[C:9]([CH:10]=1)=[CH:8][CH:7]=[CH:6][CH:5]=2. The yield is 0.900.